From a dataset of Full USPTO retrosynthesis dataset with 1.9M reactions from patents (1976-2016). Predict the reactants needed to synthesize the given product. (1) Given the product [C:4](=[N:6][O:7][C:11]1[C:12]([C:15]#[N:16])=[N:13][CH:14]=[C:9]([O:7][N:6]=[C:4]([CH3:5])[CH3:3])[CH:10]=1)([CH3:5])[CH3:3], predict the reactants needed to synthesize it. The reactants are: [H-].[Na+].[CH3:3][C:4](=[N:6][OH:7])[CH3:5].Br[C:9]1[CH:10]=[C:11](F)[C:12]([C:15]#[N:16])=[N:13][CH:14]=1. (2) Given the product [CH2:22]([O:11][C:10](=[O:12])[C:9]1[CH:13]=[CH:14][C:6]([S:3]([C:2]([Br:15])([Br:1])[Br:16])(=[O:4])=[O:5])=[CH:7][CH:8]=1)[CH3:23], predict the reactants needed to synthesize it. The reactants are: [Br:1][C:2]([Br:16])([Br:15])[S:3]([C:6]1[CH:14]=[CH:13][C:9]([C:10]([OH:12])=[O:11])=[CH:8][CH:7]=1)(=[O:5])=[O:4].CN(C=O)C.[C:22](Cl)(=O)[C:23](Cl)=O.C([O-])(O)=O.[Na+]. (3) Given the product [N:11]([C:8]1[CH:9]=[CH:10][C:5]([S:2]([CH3:1])(=[O:3])=[O:4])=[CH:6][CH:7]=1)=[N+:16]=[N-:17], predict the reactants needed to synthesize it. The reactants are: [CH3:1][S:2]([C:5]1[CH:10]=[CH:9][C:8]([NH2:11])=[CH:7][CH:6]=1)(=[O:4])=[O:3].N([O-])=O.[Na+].[N-:16]=[N+:17]=[N-].[Na+].C([O-])(O)=O.[Na+]. (4) Given the product [CH2:19]([O:7][C:6](=[O:8])[C:5]1[CH:9]=[CH:10][C:11]([CH3:12])=[C:3]([N:1]2[CH:18]=[CH:14][CH:13]=[N:2]2)[CH:4]=1)[CH3:20], predict the reactants needed to synthesize it. The reactants are: [NH:1]([C:3]1[CH:4]=[C:5]([CH:9]=[CH:10][C:11]=1[CH3:12])[C:6]([OH:8])=[O:7])[NH2:2].[CH3:13][CH:14]([CH3:18])C(O)=O.[CH:19](=O)[CH2:20]C=O.Cl.[OH-].[Na+]. (5) Given the product [F:11][C:5]1[CH:6]=[C:7]([N+:8]([O-:10])=[O:9])[C:2]([NH:15][CH2:16][CH2:17][CH2:18][OH:19])=[C:3]([N+:12]([O-:14])=[O:13])[CH:4]=1, predict the reactants needed to synthesize it. The reactants are: Cl[C:2]1[C:7]([N+:8]([O-:10])=[O:9])=[CH:6][C:5]([F:11])=[CH:4][C:3]=1[N+:12]([O-:14])=[O:13].[NH2:15][CH2:16][CH2:17][CH2:18][OH:19]. (6) Given the product [Cl:1][C:2]1[C:3]([C:9]2[CH:10]=[CH:11][C:12]3[N:16]=[CH:15][N:14]([CH2:17][C:18]4[CH:23]=[CH:22][CH:21]=[C:20]([F:24])[CH:19]=4)[C:13]=3[CH:25]=2)=[CH:4][C:5]([NH:26][CH2:27][CH2:28][CH2:29][NH:30][CH3:31])=[N:6][CH:7]=1, predict the reactants needed to synthesize it. The reactants are: [Cl:1][C:2]1[C:3]([C:9]2[CH:10]=[CH:11][C:12]3[N:16]=[CH:15][N:14]([CH2:17][C:18]4[CH:23]=[CH:22][CH:21]=[C:20]([F:24])[CH:19]=4)[C:13]=3[CH:25]=2)=[CH:4][C:5](F)=[N:6][CH:7]=1.[NH2:26][CH2:27][CH2:28][CH2:29][N:30](C)[C:31](=O)OC(C)(C)C.C(N(CC)C(C)C)(C)C. (7) Given the product [C:72]([NH:71][CH2:70][CH2:69][C:68]1[CH:75]=[CH:76][CH:77]=[CH:78][C:67]=1[CH2:66][C:65]1[CH:79]=[CH:80][CH:81]=[CH:82][C:64]=1[CH2:63][CH2:62][C:61]([N:58]1[CH2:59][CH2:60][NH:55][CH2:56][C@H:57]1[CH2:84][C:85]1[CH:90]=[CH:89][C:88]([O:91][CH2:93][C:94]([OH:96])=[O:95])=[CH:87][CH:86]=1)=[O:83])(=[O:74])[CH3:73], predict the reactants needed to synthesize it. The reactants are: C([C@@H]1CNCCN1C(=O)CCC1C=CC=CC=1)C1C=CC=CC=1.C(NCCC1C=CC=CC=1CC1C=CC=CC=1CCC(O)=O)(=O)C.C([N:55]1[CH2:60][CH2:59][N:58]([C:61](=[O:83])[CH2:62][CH2:63][C:64]2[CH:82]=[CH:81][CH:80]=[CH:79][C:65]=2[CH2:66][C:67]2[CH:78]=[CH:77][CH:76]=[CH:75][C:68]=2[CH2:69][CH2:70][NH:71][C:72](=[O:74])[CH3:73])[C@H:57]([CH2:84][C:85]2[CH:90]=[CH:89][C:88]([OH:91])=[CH:87][CH:86]=2)[CH2:56]1)C1C=CC=CC=1.Cl[CH2:93][C:94]([O:96]C)=[O:95].